From a dataset of Reaction yield outcomes from USPTO patents with 853,638 reactions. Predict the reaction yield, written as a fraction of the theoretical maximum amount of product (1.0 means a 100% yield; for example, 0.34 means a 34% yield). (1) The reactants are [Br:1][C:2]1[CH:8]=[CH:7][CH:6]=[CH:5][C:3]=1[NH2:4].[CH2:9]([S:11](Cl)(=[O:13])=[O:12])[CH3:10]. The catalyst is N1C=CC=CC=1.O. The product is [Br:1][C:2]1[CH:8]=[CH:7][CH:6]=[CH:5][C:3]=1[NH:4][S:11]([CH2:9][CH3:10])(=[O:13])=[O:12]. The yield is 0.450. (2) The reactants are [Br:1][C:2]1[C:6]([C:7]#[N:8])=[C:5]([Br:9])[S:4][C:3]=1[C:10]([OH:12])=O.S(Cl)(Cl)=O.C(#[N:19])C.C(Cl)Cl.N.O1CCOCC1. The catalyst is Cl. The product is [Br:1][C:2]1[C:6]([C:7]#[N:8])=[C:5]([Br:9])[S:4][C:3]=1[C:10]([NH2:19])=[O:12]. The yield is 0.980. (3) The reactants are [C:1]([O:5][C:6](=[O:21])[N:7]([CH2:9][C:10]1[CH:15]=[C:14]([N+:16]([O-:18])=[O:17])[CH:13]=[C:12]([F:19])[C:11]=1[OH:20])[CH3:8])([CH3:4])([CH3:3])[CH3:2].C([O-])([O-])=O.[K+].[K+].Cl[C:29]([F:34])([F:33])C([O-])=O.[Na+]. The catalyst is CN(C=O)C.O.CCOC(C)=O. The product is [F:33][CH:29]([F:34])[O:20][C:11]1[C:12]([F:19])=[CH:13][C:14]([N+:16]([O-:18])=[O:17])=[CH:15][C:10]=1[CH2:9][N:7]([CH3:8])[C:6](=[O:21])[O:5][C:1]([CH3:4])([CH3:2])[CH3:3]. The yield is 1.00. (4) The catalyst is C(N(CC)CC)C.[Cu]I.Cl[Pd](Cl)([P](C1C=CC=CC=1)(C1C=CC=CC=1)C1C=CC=CC=1)[P](C1C=CC=CC=1)(C1C=CC=CC=1)C1C=CC=CC=1. The product is [CH2:1]([NH:8][C:9]1([C:12]2[CH:17]=[CH:16][C:15]([C:24]#[C:23][Si:20]([CH3:22])([CH3:21])[CH3:19])=[CH:14][CH:13]=2)[CH2:11][CH2:10]1)[C:2]1[CH:7]=[CH:6][CH:5]=[CH:4][CH:3]=1. The yield is 0.740. The reactants are [CH2:1]([NH:8][C:9]1([C:12]2[CH:17]=[CH:16][C:15](Br)=[CH:14][CH:13]=2)[CH2:11][CH2:10]1)[C:2]1[CH:7]=[CH:6][CH:5]=[CH:4][CH:3]=1.[CH3:19][Si:20]([C:23]#[CH:24])([CH3:22])[CH3:21].